From a dataset of Full USPTO retrosynthesis dataset with 1.9M reactions from patents (1976-2016). Predict the reactants needed to synthesize the given product. (1) Given the product [CH3:10][O:9][C:5]1[CH:6]=[CH:7][CH:8]=[C:3]([O:2][CH3:1])[C:4]=1[NH2:11], predict the reactants needed to synthesize it. The reactants are: [CH3:1][O:2][C:3]1[CH:8]=[CH:7][CH:6]=[C:5]([O:9][CH3:10])[C:4]=1[N+:11]([O-])=O.C([O-])([O-])=O.[Na+].[Na+]. (2) Given the product [NH:26]1[C:34]2[C:29](=[CH:30][CH:31]=[C:32]([NH:35][C:15](=[O:17])[CH2:14][C:9]3[NH:10][C:11](=[O:13])[CH:12]=[C:7]([N:1]4[CH2:2][CH2:3][O:4][CH2:5][CH2:6]4)[N:8]=3)[CH:33]=2)[CH:28]=[N:27]1, predict the reactants needed to synthesize it. The reactants are: [N:1]1([C:7]2[N:8]=[C:9]([CH2:14][C:15]([O-:17])=O)[NH:10][C:11](=[O:13])[CH:12]=2)[CH2:6][CH2:5][O:4][CH2:3][CH2:2]1.[Na+].C([N:26]1[C:34]2[C:29](=[CH:30][CH:31]=[C:32]([NH2:35])[CH:33]=2)[CH:28]=[N:27]1)(OC(C)(C)C)=O. (3) Given the product [F:1][C:2]1[CH:22]=[C:21]([N+:23]([O-:25])=[O:24])[CH:20]=[CH:19][C:3]=1[O:4][C:27]1[CH:32]=[CH:31][N:30]=[C:29]2[CH:33]=[C:34]([C:36]3[N:37]([CH3:45])[C:38]([C:41]([O:43][CH3:44])=[O:42])=[CH:39][N:40]=3)[S:35][C:28]=12, predict the reactants needed to synthesize it. The reactants are: [F:1][C:2]1[CH:22]=[C:21]([N+:23]([O-:25])=[O:24])[CH:20]=[CH:19][C:3]=1[O:4]C1C=CN=C2C=C(C3SC=CN=3)SC=12.Cl[C:27]1[CH:32]=[CH:31][N:30]=[C:29]2[CH:33]=[C:34]([C:36]3[N:37]([CH3:45])[C:38]([C:41]([O:43][CH3:44])=[O:42])=[CH:39][N:40]=3)[S:35][C:28]=12. (4) The reactants are: [Cl:1][C:2]1[C:8]([O:9]C)=[CH:7][C:5]([NH2:6])=[C:4]([O:11][CH3:12])[CH:3]=1.C[O:14][C:15]1[CH:23]=[CH:22][C:18](C(Cl)=O)=[CH:17][CH:16]=1. Given the product [Cl:1][C:2]1[C:8]([OH:9])=[CH:7][C:5]2[N:6]=[C:12]([C:18]3[CH:22]=[CH:23][C:15]([OH:14])=[CH:16][CH:17]=3)[O:11][C:4]=2[CH:3]=1, predict the reactants needed to synthesize it. (5) The reactants are: [NH2:1][C@H:2](C(O)=O)[CH2:3][C:4]1[C:12]2[C:7](=[CH:8][CH:9]=[CH:10][CH:11]=2)[NH:6][CH:5]=1.[N:16]1[CH:21]=[CH:20][CH:19]=[C:18]([CH:22]=O)[CH:17]=1.[Cr](O[Cr]([O-])(=O)=O)([O-])(=O)=O.[K+].[K+].[O-]S([O-])=O.[Na+].[Na+].[OH-].[Na+]. Given the product [N:16]1[CH:21]=[CH:20][CH:19]=[C:18]([C:22]2[C:5]3[NH:6][C:7]4[C:12](=[CH:11][CH:10]=[CH:9][CH:8]=4)[C:4]=3[CH:3]=[CH:2][N:1]=2)[CH:17]=1, predict the reactants needed to synthesize it. (6) Given the product [O:1]1[C:5]2[CH:6]=[CH:7][C:8]([CH:10]([C:26]3[C:34]4[C:29](=[CH:30][C:31](/[CH:39]=[CH:38]/[C:37]([O:41][CH2:42][CH3:43])=[O:40])=[CH:32][CH:33]=4)[N:28]([CH3:36])[CH:27]=3)[C:11]([NH:13][S:14]([C:17]3[CH:22]=[CH:21][C:20]([CH:23]([CH3:25])[CH3:24])=[CH:19][CH:18]=3)(=[O:16])=[O:15])=[O:12])=[CH:9][C:4]=2[O:3][CH2:2]1, predict the reactants needed to synthesize it. The reactants are: [O:1]1[C:5]2[CH:6]=[CH:7][C:8]([CH:10]([C:26]3[C:34]4[C:29](=[CH:30][C:31](Br)=[CH:32][CH:33]=4)[N:28]([CH3:36])[CH:27]=3)[C:11]([NH:13][S:14]([C:17]3[CH:22]=[CH:21][C:20]([CH:23]([CH3:25])[CH3:24])=[CH:19][CH:18]=3)(=[O:16])=[O:15])=[O:12])=[CH:9][C:4]=2[O:3][CH2:2]1.[C:37]([O:41][CH2:42][CH3:43])(=[O:40])[CH:38]=[CH2:39].C(N(CC)CC)C.C1(C)C=CC=CC=1P(C1C=CC=CC=1C)C1C=CC=CC=1C. (7) Given the product [Cl:1][C:2]1[N:3]=[CH:4][C:5]2[N:22]3[CH:14]=[N:15][N:16]=[C:12]3[C@@H:9]([CH2:10][CH3:11])[N:8]([CH:17]3[CH2:21][CH2:20][CH2:19][CH2:18]3)[C:6]=2[N:7]=1, predict the reactants needed to synthesize it. The reactants are: [Cl:1][C:2]1[N:7]=[C:6]([N:8]([CH:17]2[CH2:21][CH2:20][CH2:19][CH2:18]2)[C@@H:9]([C:12]2O[CH:14]=[N:15][N:16]=2)[CH2:10][CH3:11])[C:5]([N+:22]([O-])=O)=[CH:4][N:3]=1.C(O)(=O)C.